Dataset: Forward reaction prediction with 1.9M reactions from USPTO patents (1976-2016). Task: Predict the product of the given reaction. (1) Given the reactants [F:1][C:2]([F:7])([F:6])[C:3]([OH:5])=[O:4].FC(F)(F)C(O)=O.[Cl:15][C:16]1[CH:17]=[N:18][C:19]2[NH:20][C:21]3[CH:22]=[CH:23][CH:24]=[C:25]([CH:45]=3)[CH2:26][CH2:27][C:28]3[CH:36]=[C:32]([NH:33][C:34]=1[N:35]=2)[CH:31]=[CH:30][C:29]=3[NH:37][C:38]([C@@H:40]1[CH2:44][CH2:43][NH:42][CH2:41]1)=[O:39].[C:46]1([N:52]=[C:53]=[O:54])[CH:51]=[CH:50][CH:49]=[CH:48][CH:47]=1, predict the reaction product. The product is: [F:1][C:2]([F:7])([F:6])[C:3]([OH:5])=[O:4].[Cl:15][C:16]1[CH:17]=[N:18][C:19]2[NH:20][C:21]3[CH:22]=[CH:23][CH:24]=[C:25]([CH:45]=3)[CH2:26][CH2:27][C:28]3[CH:36]=[C:32]([NH:33][C:34]=1[N:35]=2)[CH:31]=[CH:30][C:29]=3[NH:37][C:38]([C@@H:40]1[CH2:44][CH2:43][N:42]([C:53]([NH:52][C:46]2[CH:51]=[CH:50][CH:49]=[CH:48][CH:47]=2)=[O:54])[CH2:41]1)=[O:39]. (2) Given the reactants Br[C:2]1[C:3]([Cl:11])=[C:4]([C:7]([O:9][CH3:10])=[O:8])[S:5][CH:6]=1.[Br-].[CH:13]1([CH2:19][Zn+])[CH2:18][CH2:17][CH2:16][CH2:15][CH2:14]1, predict the reaction product. The product is: [Cl:11][C:3]1[C:2]([CH2:19][CH:13]2[CH2:18][CH2:17][CH2:16][CH2:15][CH2:14]2)=[CH:6][S:5][C:4]=1[C:7]([O:9][CH3:10])=[O:8]. (3) Given the reactants [BrH:1].[F:2][C:3]1[CH:8]=[C:7]([N+:9]([O-:11])=[O:10])[CH:6]=[CH:5][C:4]=1[O:12][CH:13]1[CH2:18][CH2:17][N:16](C(OCC2C=CC=CC=2)=O)[CH2:15][CH2:14]1, predict the reaction product. The product is: [BrH:1].[F:2][C:3]1[CH:8]=[C:7]([N+:9]([O-:11])=[O:10])[CH:6]=[CH:5][C:4]=1[O:12][CH:13]1[CH2:18][CH2:17][NH:16][CH2:15][CH2:14]1. (4) Given the reactants [S:1]1[C:5]2[CH:6]=[CH:7][CH:8]=[CH:9][C:4]=2[N:3]=[C:2]1[C:10]([C:12]1[CH:17]=[CH:16][CH:15]=[C:14]([O:18][CH2:19][CH2:20][CH3:21])[CH:13]=1)=O.[NH2:22][CH:23]1[CH2:28][CH2:27][N:26]([CH3:29])[CH2:25][CH2:24]1, predict the reaction product. The product is: [S:1]1[C:5]2[CH:6]=[CH:7][CH:8]=[CH:9][C:4]=2[N:3]=[C:2]1[C:10](=[N:22][CH:23]1[CH2:28][CH2:27][N:26]([CH3:29])[CH2:25][CH2:24]1)[C:12]1[CH:17]=[CH:16][CH:15]=[C:14]([O:18][CH2:19][CH2:20][CH3:21])[CH:13]=1. (5) Given the reactants CC([N:5]([C@H:9]1[CH2:12][C@H:11]([O:13][C:14]2[CH:19]=[C:18]([F:20])[C:17]([C:21]([CH3:24])([CH3:23])[CH3:22])=[C:16]([F:25])[CH:15]=2)[CH2:10]1)C(=O)[O-])(C)C.O1CCOCC1, predict the reaction product. The product is: [CH3:24][C:21]([C:17]1[C:16]([F:25])=[CH:15][C:14]([O:13][C@H:11]2[CH2:10][C@H:9]([NH2:5])[CH2:12]2)=[CH:19][C:18]=1[F:20])([CH3:22])[CH3:23]. (6) Given the reactants [CH3:1][C:2]([Si:5]([CH3:27])([CH3:26])[O:6][C@H:7]1[CH2:12][N:11]([C:13]([O:15][CH2:16][C:17]2[CH:22]=[CH:21][CH:20]=[CH:19][CH:18]=2)=[O:14])[CH2:10][C@@H:9]([C:23](O)=[O:24])[CH2:8]1)([CH3:4])[CH3:3].B.C1COCC1, predict the reaction product. The product is: [CH3:4][C:2]([Si:5]([CH3:27])([CH3:26])[O:6][C@H:7]1[CH2:8][C@@H:9]([CH2:23][OH:24])[CH2:10][N:11]([C:13]([O:15][CH2:16][C:17]2[CH:18]=[CH:19][CH:20]=[CH:21][CH:22]=2)=[O:14])[CH2:12]1)([CH3:1])[CH3:3]. (7) Given the reactants [C:1]([OH:10])(=O)[C:2]1[C:3](=[CH:5][CH:6]=[CH:7][CH:8]=1)[NH2:4].[CH2:11]([NH2:13])[CH3:12].[CH:14](=O)[C:15]1[CH:20]=[CH:19][C:18]([O:21][CH3:22])=[CH:17][CH:16]=1.Cl[CH2:25][CH2:26][CH2:27]Br.[NH:29]1[CH2:34][CH2:33]C[CH2:31][CH2:30]1, predict the reaction product. The product is: [CH2:11]([N:13]1[C:1](=[O:10])[C:2]2[C:3](=[CH:5][CH:6]=[CH:7][CH:8]=2)[N:4]=[C:14]1[C:15]1[CH:20]=[CH:19][C:18]([O:21][CH2:22][CH2:31][CH2:30][N:29]2[CH2:34][CH2:33][CH2:27][CH2:26][CH2:25]2)=[CH:17][CH:16]=1)[CH3:12].